From a dataset of Reaction yield outcomes from USPTO patents with 853,638 reactions. Predict the reaction yield, written as a fraction of the theoretical maximum amount of product (1.0 means a 100% yield; for example, 0.34 means a 34% yield). (1) The reactants are [H-].[Na+].[NH2:3][C:4]1[C:5]2[C:13](=[O:14])[CH:12]=[CH:11][NH:10][C:6]=2[N:7]=[CH:8][N:9]=1.[Br:15][C:16]1[C:23]([O:24][CH2:25][CH3:26])=[C:22]([CH:27](Cl)[CH3:28])[CH:21]=[C:20]([Cl:30])[C:17]=1[C:18]#[N:19]. The catalyst is CN(C)C=O.C(Cl)Cl. The product is [NH2:3][C:4]1[C:5]2[C:13](=[O:14])[CH:12]=[CH:11][N:10]([CH:27]([C:22]3[CH:21]=[C:20]([Cl:30])[C:17]([C:18]#[N:19])=[C:16]([Br:15])[C:23]=3[O:24][CH2:25][CH3:26])[CH3:28])[C:6]=2[N:7]=[CH:8][N:9]=1. The yield is 0.500. (2) The yield is 0.530. No catalyst specified. The product is [Cl:32][C:34]1[CH:33]=[CH:10][C:9]([NH:12][C:23]([NH:22][C@@H:3]([C:4]([N:6]2[CH2:11][CH2:10][CH:9]([N:12]3[CH2:20][C:15]4=[N:16][C:17]([CH3:19])=[CH:18][N:14]4[C:13]3=[O:21])[CH2:8][CH2:7]2)=[O:5])[C:2]([CH3:1])([CH3:30])[CH3:31])=[O:29])=[CH:8][CH:7]=1. The reactants are [CH3:1][C:2]([CH3:31])([CH3:30])[C@@H:3]([NH:22][C:23](=[O:29])OC(C)(C)C)[C:4]([N:6]1[CH2:11][CH2:10][CH:9]([N:12]2[CH2:20][C:15]3=[N:16][C:17]([CH3:19])=[CH:18][N:14]3[C:13]2=[O:21])[CH2:8][CH2:7]1)=[O:5].[ClH:32].[CH2:33](O)[CH3:34]. (3) The reactants are NC1C=CC([C:8]2[C:13]([S:14]([NH2:17])(=[O:16])=[O:15])=[CH:12][CH:11]=[C:10]([NH2:18])[CH:9]=2)=CC=1.[F:19][C:20]1[C:25]([N:26]=[C:27]=[O:28])=[C:24]([F:29])[C:23]([F:30])=[C:22]([F:31])[C:21]=1[F:32].[K+].[Br-].NC(N)=O. No catalyst specified. The product is [F:19][C:20]1[C:25]([NH:26][C:27]([NH:18][C:10]2[CH:9]=[CH:8][C:13]([S:14]([NH2:17])(=[O:15])=[O:16])=[CH:12][CH:11]=2)=[O:28])=[C:24]([F:29])[C:23]([F:30])=[C:22]([F:31])[C:21]=1[F:32]. The yield is 0.977. (4) The reactants are [C:1]([N:8]1[CH2:12][C@@H:11]([N:13]=[N+:14]=[N-:15])[CH2:10][C@H:9]1[C:16]([OH:18])=O)([O:3][C:4]([CH3:7])([CH3:6])[CH3:5])=[O:2].C[CH2:20][N:21](C(C)C)[CH:22](C)C.CNC.C1COCC1.C1C=CC2N(O)N=NC=2C=1.C(Cl)CCl. The catalyst is CN(C=O)C. The product is [C:1]([N:8]1[CH2:12][C@@H:11]([N:13]=[N+:14]=[N-:15])[CH2:10][C@H:9]1[C:16]([N:21]([CH3:22])[CH3:20])=[O:18])([O:3][C:4]([CH3:5])([CH3:6])[CH3:7])=[O:2]. The yield is 0.930. (5) The reactants are [F:1][C:2]1[C:10]([O:11][C:12]2[C:17]3=[C:18]([CH3:25])[C:19](C(O)(C)C)=[CH:20][N:16]3[N:15]=[CH:14][N:13]=2)=[CH:9][CH:8]=[C:7]2[C:3]=1[CH:4]=[C:5]([CH3:26])[NH:6]2.Cl[CH2:28][C:29](=[O:31])[CH3:30].C([O-])([O-])=[O:33].[K+].[K+]. The catalyst is CC(C)=O. The product is [F:1][C:2]1[C:10]([O:11][C:12]2[C:17]3=[C:18]([CH3:25])[C:19]([O:33][CH2:28][C:29](=[O:31])[CH3:30])=[CH:20][N:16]3[N:15]=[CH:14][N:13]=2)=[CH:9][CH:8]=[C:7]2[C:3]=1[CH:4]=[C:5]([CH3:26])[NH:6]2. The yield is 0.910.